This data is from Full USPTO retrosynthesis dataset with 1.9M reactions from patents (1976-2016). The task is: Predict the reactants needed to synthesize the given product. (1) Given the product [Cl:1][C:2]1[CH:9]=[CH:8][CH:7]=[CH:6][C:3]=1[NH:14][CH2:15][C:10]([OH:11])=[O:13], predict the reactants needed to synthesize it. The reactants are: [Cl:1][C:2]1[CH:9]=[CH:8][CH:7]=[CH:6][C:3]=1C=O.[C:10](=[O:13])([O-])[OH:11].[NH4+:14].[C-:15]#N.[Na+]. (2) Given the product [NH2:30][C:14]([C:11]1([NH:17][C:18]([O:20][CH2:21][C:22]2[CH:27]=[CH:26][CH:25]=[CH:24][CH:23]=2)=[O:19])[CH2:10][CH2:9][N:8]([C:6]([O:5][C:1]([CH3:3])([CH3:2])[CH3:4])=[O:7])[CH2:13][CH2:12]1)=[O:15], predict the reactants needed to synthesize it. The reactants are: [C:1]([O:5][C:6]([N:8]1[CH2:13][CH2:12][C:11]([NH:17][C:18]([O:20][CH2:21][C:22]2[CH:27]=[CH:26][CH:25]=[CH:24][CH:23]=2)=[O:19])([C:14](O)=[O:15])[CH2:10][CH2:9]1)=[O:7])([CH3:4])([CH3:3])[CH3:2].Cl.C[N:30](C)CCCN=C=NCC.ON1C2N=CC=CC=2N=N1.C(N(CC)CC)C.N. (3) The reactants are: [Cl:1][C:2]1[CH:3]=[C:4]([CH2:26][CH:27]([O:33][C:34]2[CH:39]=[CH:38][CH:37]=[CH:36][CH:35]=2)[C:28]([O:30]CC)=[O:29])[CH:5]=[CH:6][C:7]=1[O:8][CH2:9][CH2:10][NH:11][C:12](=[O:25])[C:13]1[CH:18]=[CH:17][C:16]([C:19]2[CH:24]=[CH:23][CH:22]=[CH:21][N:20]=2)=[CH:15][CH:14]=1.[OH-].[Na+]. Given the product [Cl:1][C:2]1[CH:3]=[C:4]([CH2:26][CH:27]([O:33][C:34]2[CH:39]=[CH:38][CH:37]=[CH:36][CH:35]=2)[C:28]([OH:30])=[O:29])[CH:5]=[CH:6][C:7]=1[O:8][CH2:9][CH2:10][NH:11][C:12](=[O:25])[C:13]1[CH:14]=[CH:15][C:16]([C:19]2[CH:24]=[CH:23][CH:22]=[CH:21][N:20]=2)=[CH:17][CH:18]=1, predict the reactants needed to synthesize it.